This data is from Forward reaction prediction with 1.9M reactions from USPTO patents (1976-2016). The task is: Predict the product of the given reaction. (1) Given the reactants [OH:1][C:2]1[CH:11]=[C:10]([OH:12])[CH:9]=[C:8]2[C:3]=1[C:4]([CH2:14][CH2:15][CH3:16])=[CH:5][C:6](=[O:13])[O:7]2.[Cl-].[Al+3].[Cl-].[Cl-].[C:21](O)(=[O:24])[CH2:22][CH3:23].Cl, predict the reaction product. The product is: [OH:1][C:2]1[CH:11]=[C:10]([OH:12])[C:9]([C:21](=[O:24])[CH2:22][CH3:23])=[C:8]2[C:3]=1[C:4]([CH2:14][CH2:15][CH3:16])=[CH:5][C:6](=[O:13])[O:7]2. (2) Given the reactants [OH:1][C@H:2]([CH3:7])[C:3]([O:5][CH3:6])=[O:4].C(N(CC)CC)C.[CH2:15]=[C:16]1[O:20][C:18](=[O:19])[CH2:17]1, predict the reaction product. The product is: [O:20]=[C:16]([CH3:15])[CH2:17][C:18]([O:1][C@H:2]([CH3:7])[C:3]([O:5][CH3:6])=[O:4])=[O:19]. (3) Given the reactants S(=O)(=O)(O)O.[C-:6]#[N:7].[Na+].[F:9][C:10]1[CH:15]=[CH:14][C:13]([CH:16]=[C:17]([CH3:19])[CH3:18])=[CH:12][C:11]=1[CH3:20].[OH-:21].[Na+], predict the reaction product. The product is: [F:9][C:10]1[CH:15]=[CH:14][C:13]([CH2:16][C:17]([NH:7][CH:6]=[O:21])([CH3:18])[CH3:19])=[CH:12][C:11]=1[CH3:20]. (4) Given the reactants [CH2:1]([N:8]1[CH2:13][CH2:12][O:11][CH:10]2[CH2:14][N:15]([C:17]([O:19][C:20]([CH3:23])([CH3:22])[CH3:21])=[O:18])[CH2:16][CH:9]12)C1C=CC=CC=1.C=O, predict the reaction product. The product is: [C:20]([O:19][C:17]([N:15]1[CH2:16][CH:9]2[CH:10]([O:11][CH2:12][CH2:13][N:8]2[CH3:1])[CH2:14]1)=[O:18])([CH3:23])([CH3:22])[CH3:21].